Dataset: Reaction yield outcomes from USPTO patents with 853,638 reactions. Task: Predict the reaction yield, written as a fraction of the theoretical maximum amount of product (1.0 means a 100% yield; for example, 0.34 means a 34% yield). (1) The reactants are [Cl:1][C:2]1[N:7]=[C:6]([CH2:8][C:9]([C:11]2[CH:12]=[C:13]([NH:18][C:19](=[O:24])[O:20][CH2:21][CH:22]=[CH2:23])[CH:14]=[CH:15][C:16]=2[F:17])=O)[CH:5]=[CH:4][N:3]=1.[CH2:25]1C(=O)N(Br)C(=O)C1.[CH3:33][CH:34]([CH3:38])[C:35](=[S:37])[NH2:36]. No catalyst specified. The product is [Cl:1][C:2]1[N:7]=[C:6]([C:8]2[S:37][C:35]([C:34]([CH3:25])([CH3:38])[CH3:33])=[N:36][C:9]=2[C:11]2[CH:12]=[C:13]([NH:18][C:19](=[O:24])[O:20][CH2:21][CH:22]=[CH2:23])[CH:14]=[CH:15][C:16]=2[F:17])[CH:5]=[CH:4][N:3]=1. The yield is 0.449. (2) The reactants are [Cl-].[Al+3].[Cl-].[Cl-].[O:5]1[C:10]2[CH:11]=[CH:12][CH:13]=[CH:14][C:9]=2[NH:8][C:7](=[O:15])[CH2:6]1.[Cl:16][CH2:17][CH2:18][C:19](Cl)=[O:20]. The catalyst is ClC(Cl)C. The product is [Cl:16][CH2:17][CH2:18][C:19]([C:13]1[CH:12]=[CH:11][C:10]2[O:5][CH2:6][C:7](=[O:15])[NH:8][C:9]=2[CH:14]=1)=[O:20]. The yield is 0.930. (3) The reactants are [CH2:1]([N:8]1[C:17](=[O:18])[C:16]2[C:11](=[CH:12][C:13]([Cl:19])=[CH:14][CH:15]=2)[N:10]=[C:9]1[CH:20]([N:24]1[CH:28]=[C:27]([CH2:29][CH2:30][N:31]2C(=O)C3C(=CC=CC=3)C2=O)[N:26]=[C:25]1[C:42]1[CH:47]=[CH:46][C:45]([CH3:48])=[CH:44][CH:43]=1)[CH:21]([CH3:23])[CH3:22])[C:2]1[CH:7]=[CH:6][CH:5]=[CH:4][CH:3]=1.NN. The catalyst is CCO. The product is [NH2:31][CH2:30][CH2:29][C:27]1[N:26]=[C:25]([C:42]2[CH:47]=[CH:46][C:45]([CH3:48])=[CH:44][CH:43]=2)[N:24]([CH:20]([C:9]2[N:8]([CH2:1][C:2]3[CH:7]=[CH:6][CH:5]=[CH:4][CH:3]=3)[C:17](=[O:18])[C:16]3[C:11](=[CH:12][C:13]([Cl:19])=[CH:14][CH:15]=3)[N:10]=2)[CH:21]([CH3:23])[CH3:22])[CH:28]=1. The yield is 0.450.